Dataset: Full USPTO retrosynthesis dataset with 1.9M reactions from patents (1976-2016). Task: Predict the reactants needed to synthesize the given product. (1) The reactants are: [Cl:1][C:2]1[CH:3]=[C:4]2[C:9](=[CH:10][C:11]=1[OH:12])[O:8][C:7]([CH3:14])([CH3:13])[CH:6]=[C:5]2[C:15]([F:18])([F:17])[F:16].O[CH2:20][CH2:21][CH2:22][O:23][C:24]1[CH:38]=[CH:37][C:27]([O:28][C:29]([CH3:36])([CH2:34][CH3:35])[C:30]([O:32][CH3:33])=[O:31])=[CH:26][CH:25]=1.C1(P(C2C=CC=CC=2)C2C=CC=CC=2)C=CC=CC=1.N(C(OCC)=O)=NC(OCC)=O. Given the product [Cl:1][C:2]1[CH:3]=[C:4]2[C:9](=[CH:10][C:11]=1[O:12][CH2:20][CH2:21][CH2:22][O:23][C:24]1[CH:38]=[CH:37][C:27]([O:28][C:29]([CH3:36])([CH2:34][CH3:35])[C:30]([O:32][CH3:33])=[O:31])=[CH:26][CH:25]=1)[O:8][C:7]([CH3:14])([CH3:13])[CH:6]=[C:5]2[C:15]([F:16])([F:18])[F:17], predict the reactants needed to synthesize it. (2) Given the product [OH:29][C:6]1[C:7]([CH:9]2[C:17]3[C:12](=[CH:13][CH:14]=[CH:15][CH:16]=3)[N:11]([CH2:18][C:19]3[O:20][C:21]([C:24]([F:27])([F:26])[F:25])=[CH:22][CH:23]=3)[C:10]2=[O:28])=[CH:8][C:3]([O:2][CH3:1])=[N:4][CH:5]=1, predict the reactants needed to synthesize it. The reactants are: [CH3:1][O:2][C:3]1[CH:8]=[C:7]([CH:9]2[C:17]3[C:12](=[CH:13][CH:14]=[CH:15][CH:16]=3)[N:11]([CH2:18][C:19]3[O:20][C:21]([C:24]([F:27])([F:26])[F:25])=[CH:22][CH:23]=3)[C:10]2=[O:28])[C:6]([O:29]COC)=[CH:5][N:4]=1.FC(F)(F)C(O)=O. (3) The reactants are: [CH2:1]([N:3]1[CH2:8][CH2:7][NH:6][CH2:5][CH2:4]1)[CH3:2].Br[CH2:10][C:11]([O:13][CH2:14][CH3:15])=[O:12]. Given the product [CH2:1]([N:3]1[CH2:8][CH2:7][N:6]([CH2:10][C:11]([O:13][CH2:14][CH3:15])=[O:12])[CH2:5][CH2:4]1)[CH3:2], predict the reactants needed to synthesize it. (4) Given the product [Br:5][CH2:6][C:7]([C:19]1[C:20]2[CH:21]=[CH:22][CH:23]=[CH:24][C:25]=2[N:17]2[CH2:16][CH2:15][N:14]([C:12](=[O:13])[C:11]([F:29])([F:28])[F:10])[CH2:27][CH2:26][C:18]=12)=[O:8], predict the reactants needed to synthesize it. The reactants are: [Al+3].[Cl-].[Cl-].[Cl-].[Br:5][CH2:6][C:7](Br)=[O:8].[F:10][C:11]([F:29])([F:28])[C:12]([N:14]1[CH2:27][CH2:26][C:18]2=[CH:19][C:20]3[CH:21]=[CH:22][CH:23]=[CH:24][C:25]=3[N:17]2[CH2:16][CH2:15]1)=[O:13].C([O-])(O)=O.[Na+]. (5) Given the product [C@@H:6]1([O:24][C:25]2[C:29]([CH2:30][C:31]3[CH:36]=[CH:35][C:34]([O:37][CH2:38][CH2:39][CH2:40][NH:41][C:57]([NH:46][C:47]([CH3:51])([CH3:50])[CH2:48][OH:49])=[O:58])=[CH:33][C:32]=3[CH3:42])=[C:28]([CH:43]([CH3:45])[CH3:44])[NH:27][N:26]=2)[O:7][C@H:8]([CH2:19][OH:20])[C@@H:9]([OH:15])[C@H:10]([OH:11])[C@H:5]1[OH:4], predict the reactants needed to synthesize it. The reactants are: C([O:4][C@@H:5]1[C@@H:10]([O:11]C(=O)C)[C@H:9]([O:15]C(=O)C)[C@@H:8]([CH2:19][O:20]C(=O)C)[O:7][C@H:6]1[O:24][C:25]1[C:29]([CH2:30][C:31]2[CH:36]=[CH:35][C:34]([O:37][CH2:38][CH2:39][CH2:40][NH2:41])=[CH:33][C:32]=2[CH3:42])=[C:28]([CH:43]([CH3:45])[CH3:44])[NH:27][N:26]=1)(=O)C.[NH2:46][C:47]([CH3:51])([CH3:50])[CH2:48][OH:49].NCCN1CC[O:58][CH2:57]C1.